From a dataset of Full USPTO retrosynthesis dataset with 1.9M reactions from patents (1976-2016). Predict the reactants needed to synthesize the given product. Given the product [OH:4][CH2:3][CH:5]1[CH2:7][CH:6]1[C:8]1[CH:15]=[CH:14][CH:13]=[CH:12][C:9]=1[C:10]#[N:11], predict the reactants needed to synthesize it. The reactants are: [BH4-].[Na+].[CH:3]([CH:5]1[CH2:7][CH:6]1[C:8]1[CH:15]=[CH:14][CH:13]=[CH:12][C:9]=1[C:10]#[N:11])=[O:4].